This data is from Full USPTO retrosynthesis dataset with 1.9M reactions from patents (1976-2016). The task is: Predict the reactants needed to synthesize the given product. (1) Given the product [Cl:7][C:6]1[S:5][C:4]([S:8]([NH:11][C:12]2[CH:21]=[CH:20][C:15]([C:16]([O:18][CH3:19])=[O:17])=[C:14]([OH:22])[CH:13]=2)(=[O:10])=[O:9])=[CH:3][C:2]=1[C:31]1[CH:30]=[CH:29][C:28]([NH:27][S:24]([CH3:23])(=[O:25])=[O:26])=[CH:33][CH:32]=1, predict the reactants needed to synthesize it. The reactants are: Br[C:2]1[CH:3]=[C:4]([S:8]([NH:11][C:12]2[CH:21]=[CH:20][C:15]([C:16]([O:18][CH3:19])=[O:17])=[C:14]([OH:22])[CH:13]=2)(=[O:10])=[O:9])[S:5][C:6]=1[Cl:7].[CH3:23][S:24]([NH:27][C:28]1[CH:33]=[CH:32][C:31](B2OC(C)(C)C(C)(C)O2)=[CH:30][CH:29]=1)(=[O:26])=[O:25]. (2) The reactants are: [Br-].[Br:2][C:3]1[CH:28]=[CH:27][CH:26]=[CH:25][C:4]=1[CH2:5][P+](C1C=CC=CC=1)(C1C=CC=CC=1)C1C=CC=CC=1.CC(C)([O-])C.[K+].[I:35][C:36]1[CH:43]=[CH:42][CH:41]=[CH:40][C:37]=1[CH:38]=O.O. Given the product [Br:2][C:3]1[CH:28]=[CH:27][CH:26]=[CH:25][C:4]=1/[CH:5]=[CH:38]\[C:37]1[CH:40]=[CH:41][CH:42]=[CH:43][C:36]=1[I:35], predict the reactants needed to synthesize it. (3) Given the product [CH2:12]([NH:4][CH2:3][CH2:1][OH:2])[CH2:11][C:5]1[CH:10]=[CH:9][CH:8]=[CH:7][CH:6]=1, predict the reactants needed to synthesize it. The reactants are: [CH2:1]([CH2:3][NH2:4])[OH:2].[C:5]1([CH:11](Br)[CH3:12])[CH:10]=[CH:9][CH:8]=[CH:7][CH:6]=1. (4) Given the product [F:5][C:6]1[CH:11]=[CH:10][CH:9]=[C:8]([O:18][CH3:17])[C:7]=1[N+:13]([O-:15])=[O:14], predict the reactants needed to synthesize it. The reactants are: [H-].[Na+].CO.[F:5][C:6]1[CH:11]=[CH:10][CH:9]=[C:8](F)[C:7]=1[N+:13]([O-:15])=[O:14].C[CH2:17][O:18]C(C)=O.